The task is: Binary Classification. Given a drug SMILES string, predict its activity (active/inactive) in a high-throughput screening assay against a specified biological target.. This data is from M1 muscarinic receptor agonist screen with 61,833 compounds. (1) The compound is S(=O)(=O)(NCc1sccc1)c1c(cc(OC)c(c1)C)C. The result is 0 (inactive). (2) The molecule is O=C(N1CCN(CC1)c1ncccn1)c1cc(C(=O)N2CCN(CC2)c2ncccn2)ccc1. The result is 0 (inactive). (3) The molecule is O1C(CNCC(O)=O)COc2c1cccc2. The result is 0 (inactive). (4) The molecule is Brc1n(c2c(n(c(=O)n(c2=O)C)C)n1)C. The result is 0 (inactive). (5) The result is 0 (inactive). The molecule is O(C(=O)C1C(CC(=O)C=C1O)C)C(C)(C)C. (6) The drug is S(CCC(NC(=O)c1cc(oc1C)CC(C)C)C(O)=O)C. The result is 0 (inactive).